This data is from Reaction yield outcomes from USPTO patents with 853,638 reactions. The task is: Predict the reaction yield, written as a fraction of the theoretical maximum amount of product (1.0 means a 100% yield; for example, 0.34 means a 34% yield). (1) The reactants are [CH2:1]([N:8]1[CH2:14][CH2:13][CH2:12][O:11][CH2:10][C:9]1=[O:15])[C:2]1[CH:7]=[CH:6][CH:5]=[CH:4][CH:3]=1.[Li+].CC([N-]C(C)C)C.[F:24][C:25]1[CH:32]=[CH:31][C:28]([CH2:29]Br)=[CH:27][CH:26]=1. The catalyst is C1COCC1. The product is [CH2:1]([N:8]1[CH2:14][CH2:13][CH2:12][O:11][CH:10]([CH2:29][C:28]2[CH:31]=[CH:32][C:25]([F:24])=[CH:26][CH:27]=2)[C:9]1=[O:15])[C:2]1[CH:3]=[CH:4][CH:5]=[CH:6][CH:7]=1. The yield is 0.490. (2) The reactants are Cl.Cl.[NH:3]([C:5]1[C:14]2[C:9](=[CH:10][CH:11]=[CH:12][CH:13]=2)[N:8]=[C:7]([CH3:15])[N:6]=1)[NH2:4].C(N(CC)CC)C.[CH3:23][C:24]([C:26]1[CH:31]=[CH:30][C:29]([O:32][CH3:33])=[CH:28][CH:27]=1)=O. The catalyst is C(O)C. The product is [CH3:33][O:32][C:29]1[CH:30]=[CH:31][C:26]([C:24](=[N:4][NH:3][C:5]2[C:14]3[C:9](=[CH:10][CH:11]=[CH:12][CH:13]=3)[N:8]=[C:7]([CH3:15])[N:6]=2)[CH3:23])=[CH:27][CH:28]=1. The yield is 0.360.